This data is from Peptide-MHC class I binding affinity with 185,985 pairs from IEDB/IMGT. The task is: Regression. Given a peptide amino acid sequence and an MHC pseudo amino acid sequence, predict their binding affinity value. This is MHC class I binding data. The peptide sequence is HPVGEADYF. The binding affinity (normalized) is 0.770. The MHC is HLA-B53:01 with pseudo-sequence HLA-B53:01.